This data is from Catalyst prediction with 721,799 reactions and 888 catalyst types from USPTO. The task is: Predict which catalyst facilitates the given reaction. (1) Reactant: Br[CH2:2][C:3]1[C:8]([CH3:9])=[CH:7][CH:6]=[CH:5][C:4]=1[N:10]1[C:14](=[O:15])[N:13]([CH3:16])[N:12]=[N:11]1.[C:17]([N:20]1[CH:24]=[CH:23][C:22]([OH:25])=[N:21]1)(=[O:19])[CH3:18].C(=O)([O-])[O-].[K+].[K+]. Product: [C:17]([N:20]1[CH:24]=[CH:23][C:22]([O:25][CH2:2][C:3]2[C:8]([CH3:9])=[CH:7][CH:6]=[CH:5][C:4]=2[N:10]2[C:14](=[O:15])[N:13]([CH3:16])[N:12]=[N:11]2)=[N:21]1)(=[O:19])[CH3:18]. The catalyst class is: 10. (2) Reactant: [C:1]([C:4]1[CH:5]=[CH:6][C:7]2[C:16]3[CH:15]=[C:14]4[CH2:17][CH2:18][CH2:19][C:20](=[O:21])[C:13]4=[CH:12][C:11]=3[O:10][CH2:9][C:8]=2[CH:22]=1)(=[O:3])[CH3:2].C(Cl)Cl.CO.[Br-:28].[Br-:29].[Br-].[NH+]1C=CC=CC=1.[NH+]1C=CC=CC=1.[NH+]1C=CC=CC=1. Product: [Br:28][CH:19]1[CH2:18][CH2:17][C:14]2=[CH:15][C:16]3[C:7]4[CH:6]=[CH:5][C:4]([C:1](=[O:3])[CH2:2][Br:29])=[CH:22][C:8]=4[CH2:9][O:10][C:11]=3[CH:12]=[C:13]2[C:20]1=[O:21]. The catalyst class is: 25. (3) Reactant: [Br:1][C:2]1[CH:3]=[C:4]([NH:9][S:10](/[CH:13]=[CH:14]/[C:15]2[CH:20]=[CH:19][CH:18]=[CH:17][CH:16]=2)(=[O:12])=[O:11])[C:5]([CH3:8])=[N:6][CH:7]=1.C(=O)([O-])[O-].[K+].[K+].[I-].[Na+].[CH2:29](Br)[CH:30]=[CH2:31]. Product: [CH2:31]([N:9]([C:4]1[C:5]([CH3:8])=[N:6][CH:7]=[C:2]([Br:1])[CH:3]=1)[S:10](/[CH:13]=[CH:14]/[C:15]1[CH:20]=[CH:19][CH:18]=[CH:17][CH:16]=1)(=[O:12])=[O:11])[CH:30]=[CH2:29]. The catalyst class is: 10.